Dataset: Forward reaction prediction with 1.9M reactions from USPTO patents (1976-2016). Task: Predict the product of the given reaction. (1) Given the reactants Br[CH2:2][C:3]1[C:24]([C:25]([F:28])([F:27])[F:26])=[CH:23][C:6]([C:7]([NH:9][CH2:10][C:11]2[CH:16]=[C:15]([Cl:17])[CH:14]=[CH:13][C:12]=2[S:18]([CH2:21][CH3:22])(=[O:20])=[O:19])=[O:8])=[CH:5][C:4]=1[Cl:29].[NH:30]1[CH2:35][CH2:34][CH2:33][C@H:32]([CH2:36][CH2:37][CH2:38][NH:39]C(=O)OC(C)(C)C)[CH2:31]1, predict the reaction product. The product is: [NH2:39][CH2:38][CH2:37][CH2:36][C@H:32]1[CH2:33][CH2:34][CH2:35][N:30]([CH2:2][C:3]2[C:24]([C:25]([F:28])([F:27])[F:26])=[CH:23][C:6]([C:7]([NH:9][CH2:10][C:11]3[CH:16]=[C:15]([Cl:17])[CH:14]=[CH:13][C:12]=3[S:18]([CH2:21][CH3:22])(=[O:20])=[O:19])=[O:8])=[CH:5][C:4]=2[Cl:29])[CH2:31]1. (2) Given the reactants [Cl:1][C:2]1[CH:3]=[C:4]([NH:9][C:10]2[C:19]3[C:14](=[C:15]([S:23]([CH3:25])=[O:24])[CH:16]=[C:17]([N+:20]([O-])=O)[CH:18]=3)[N:13]=[CH:12][C:11]=2[C:26]#[N:27])[CH:5]=[CH:6][C:7]=1[F:8].O.O.[Sn](Cl)(Cl)(Cl)Cl, predict the reaction product. The product is: [NH2:20][C:17]1[CH:18]=[C:19]2[C:14](=[C:15]([S:23]([CH3:25])=[O:24])[CH:16]=1)[N:13]=[CH:12][C:11]([C:26]#[N:27])=[C:10]2[NH:9][C:4]1[CH:5]=[CH:6][C:7]([F:8])=[C:2]([Cl:1])[CH:3]=1. (3) Given the reactants Cl.Cl[CH2:3][CH2:4][N:5]1[CH2:9][CH2:8][CH2:7][CH2:6]1.[C:10]1([C:16]2[N:17]=[CH:18][NH:19][C:20]=2[CH:21]=[O:22])[CH:15]=[CH:14][CH:13]=[CH:12][CH:11]=1, predict the reaction product. The product is: [CH3:13][CH2:12][CH2:11][CH:10]([CH3:16])[CH3:15].[C:10]1([C:16]2[N:17]=[CH:18][N:19]([CH2:3][CH2:4][N:5]3[CH2:9][CH2:8][CH2:7][CH2:6]3)[C:20]=2[CH:21]=[O:22])[CH:11]=[CH:12][CH:13]=[CH:14][CH:15]=1. (4) Given the reactants [CH3:1][C:2]1[NH:3][C:4]2[C:9]([CH:10]=1)=[CH:8][CH:7]=[CH:6][CH:5]=2.[C:11]1([C:19]2[CH:24]=[CH:23][CH:22]=[CH:21][CH:20]=2)[CH:16]=[CH:15][C:14]([CH:17]=O)=[CH:13][CH:12]=1, predict the reaction product. The product is: [CH3:1][C:2]1[NH:3][C:4]2[C:9]([C:10]=1[CH:17]([C:10]1[C:9]3[C:4](=[CH:5][CH:6]=[CH:7][CH:8]=3)[NH:3][C:2]=1[CH3:1])[C:14]1[CH:15]=[CH:16][C:11]([C:19]3[CH:24]=[CH:23][CH:22]=[CH:21][CH:20]=3)=[CH:12][CH:13]=1)=[CH:8][CH:7]=[CH:6][CH:5]=2. (5) Given the reactants Br[C:2]1[CH:7]=[CH:6][C:5]([O:8][CH2:9][C:10]2[CH:15]=[CH:14][CH:13]=[CH:12][C:11]=2[F:16])=[CH:4][N:3]=1.C(=O)(O)[O-].[Na+].[CH3:22][N:23](C=O)C, predict the reaction product. The product is: [F:16][C:11]1[CH:12]=[CH:13][CH:14]=[CH:15][C:10]=1[CH2:9][O:8][C:5]1[CH:6]=[CH:7][C:2]([C:22]#[N:23])=[N:3][CH:4]=1. (6) Given the reactants [CH2:1]([C:3]1[CH:8]=[C:7]([CH2:9][CH3:10])[CH:6]=[C:5]([CH2:11][CH3:12])[C:4]=1[C:13]1[C:14](=[O:26])[N:15]([CH3:25])[N:16]=[C:17]([C:21]([F:24])([F:23])[F:22])[C:18]=1[S:19][CH3:20])[CH3:2].C(=O)([O-])[OH:28].[Na+].ClC1C=C(C=CC=1)C(O)=O.S([O-])([O-])=O.[Na+].[Na+], predict the reaction product. The product is: [CH2:1]([C:3]1[CH:8]=[C:7]([CH2:9][CH3:10])[CH:6]=[C:5]([CH2:11][CH3:12])[C:4]=1[C:13]1[C:14](=[O:26])[N:15]([CH3:25])[N:16]=[C:17]([C:21]([F:24])([F:23])[F:22])[C:18]=1[S:19]([CH3:20])=[O:28])[CH3:2]. (7) Given the reactants [NH2:1][C:2]1[S:3][CH:4]=[CH:5][C:6]=1[C:7]#[N:8].[C:9]([O:15][CH2:16][CH3:17])(=[O:14])[CH2:10][C:11]([CH3:13])=O.Cl[Sn](Cl)(Cl)Cl, predict the reaction product. The product is: [NH2:8][C:7]1[C:10]([C:9]([O:15][CH2:16][CH3:17])=[O:14])=[C:11]([CH3:13])[N:1]=[C:2]2[S:3][CH:4]=[CH:5][C:6]=12. (8) Given the reactants [CH3:1][O:2][C:3]1[CH:8]=[C:7]([CH2:9][CH2:10]O)[CH:6]=[CH:5][N:4]=1.C(Br)(Br)(Br)[Br:13].C1(P(C2C=CC=CC=2)C2C=CC=CC=2)C=CC=CC=1, predict the reaction product. The product is: [Br:13][CH2:10][CH2:9][C:7]1[CH:6]=[CH:5][N:4]=[C:3]([O:2][CH3:1])[CH:8]=1. (9) Given the reactants C(S([NH:7][C@H:8]([C:21]1[CH:26]=[CH:25][C:24]([O:27][CH2:28][C:29]([F:32])([F:31])[F:30])=CN=1)[C:9]1[N:10]=[N:11][N:12]([C:14]([CH3:20])([CH3:19])[C:15]([O:17][CH3:18])=[O:16])[CH:13]=1)=O)(C)(C)C.[ClH:33].[CH2:34](OCC)[CH3:35], predict the reaction product. The product is: [Cl-:33].[CH3:18][O:17][C:15](=[O:16])[C:14]([N:12]1[CH:13]=[C:9]([C@H:8]([C:21]2[CH:26]=[CH:25][C:24]([O:27][CH2:28][C:29]([F:31])([F:30])[F:32])=[CH:35][CH:34]=2)[NH3+:7])[N:10]=[N:11]1)([CH3:19])[CH3:20].